This data is from Forward reaction prediction with 1.9M reactions from USPTO patents (1976-2016). The task is: Predict the product of the given reaction. Given the reactants Cl[C:2]1[N:7]=[C:6]([C:8]2[CH:9]=[N:10][N:11]([CH:13]([CH:17]3[CH2:21][CH2:20][CH2:19][CH2:18]3)[CH2:14][C:15]#[N:16])[CH:12]=2)[C:5]([O:22][CH3:23])=[CH:4][N:3]=1.[NH2:24][C:25]1[CH:33]=[CH:32][C:28]([C:29]([OH:31])=[O:30])=[CH:27][CH:26]=1.C1(C)C=CC(S(O)(=O)=O)=CC=1, predict the reaction product. The product is: [C:15]([CH2:14][CH:13]([N:11]1[CH:12]=[C:8]([C:6]2[C:5]([O:22][CH3:23])=[CH:4][N:3]=[C:2]([NH:24][C:25]3[CH:33]=[CH:32][C:28]([C:29]([OH:31])=[O:30])=[CH:27][CH:26]=3)[N:7]=2)[CH:9]=[N:10]1)[CH:17]1[CH2:21][CH2:20][CH2:19][CH2:18]1)#[N:16].